This data is from Forward reaction prediction with 1.9M reactions from USPTO patents (1976-2016). The task is: Predict the product of the given reaction. (1) Given the reactants Br[CH2:2][C:3]1[CH:4]=[C:5]([CH:10]=[CH:11][C:12]=1[CH2:13]Br)[C:6]([O:8][CH3:9])=[O:7].[CH2:15]([NH2:22])[C:16]1[CH:21]=[CH:20][CH:19]=[CH:18][CH:17]=1, predict the reaction product. The product is: [CH2:15]([N:22]1[CH2:2][C:3]2[C:12](=[CH:11][CH:10]=[C:5]([C:6]([O:8][CH3:9])=[O:7])[CH:4]=2)[CH2:13]1)[C:16]1[CH:21]=[CH:20][CH:19]=[CH:18][CH:17]=1. (2) Given the reactants [N:1]1([CH2:6][CH2:7][CH2:8][O:9][C:10]2[CH:15]=[CH:14][C:13]([C:16]3([CH2:22][NH2:23])[CH2:21][CH2:20][O:19][CH2:18][CH2:17]3)=[CH:12][CH:11]=2)[CH2:5][CH2:4][CH2:3][CH2:2]1.[CH3:24][N:25]1[C:29]2[CH:30]=[CH:31][CH:32]=[CH:33][C:28]=2[N:27]=[C:26]1S(O)(=O)=O.C(N(CC)C(C)C)(C)C, predict the reaction product. The product is: [CH3:24][N:25]1[C:29]2[CH:30]=[CH:31][CH:32]=[CH:33][C:28]=2[N:27]=[C:26]1[NH:23][CH2:22][C:16]1([C:13]2[CH:14]=[CH:15][C:10]([O:9][CH2:8][CH2:7][CH2:6][N:1]3[CH2:5][CH2:4][CH2:3][CH2:2]3)=[CH:11][CH:12]=2)[CH2:17][CH2:18][O:19][CH2:20][CH2:21]1. (3) Given the reactants [CH2:1]([S:8]([C:11]1[CH:16]=[CH:15][C:14]([CH:17](OC)[O:18]C)=[CH:13][CH:12]=1)(=[O:10])=[O:9])[C:2]1[CH:7]=[CH:6][CH:5]=[CH:4][CH:3]=1.S(=O)(=O)(O)O.C(=O)([O-])[O-].[K+].[K+], predict the reaction product. The product is: [CH2:1]([S:8]([C:11]1[CH:12]=[CH:13][C:14]([CH:17]=[O:18])=[CH:15][CH:16]=1)(=[O:10])=[O:9])[C:2]1[CH:3]=[CH:4][CH:5]=[CH:6][CH:7]=1. (4) Given the reactants [Cl:1][C:2]1[CH:3]=[C:4]([CH2:9][C:10]#[N:11])[CH:5]=[CH:6][C:7]=1[Cl:8].C([Li])CCC.[CH3:17][O:18][C:19]1[N:26]=[CH:25][CH:24]=[CH:23][C:20]=1[CH:21]=[O:22].C(O)(=O)C, predict the reaction product. The product is: [Cl:1][C:2]1[CH:3]=[C:4]([CH:9]([CH:21]([OH:22])[C:20]2[C:19]([O:18][CH3:17])=[N:26][CH:25]=[CH:24][CH:23]=2)[C:10]#[N:11])[CH:5]=[CH:6][C:7]=1[Cl:8].